From a dataset of Forward reaction prediction with 1.9M reactions from USPTO patents (1976-2016). Predict the product of the given reaction. The product is: [C:22]([O:26][C:27](=[O:34])[NH:28][C@@H:29]1[CH2:33][CH2:32][N:31]([C:8](=[O:21])[NH:9][C:10]2[S:11][C:12]3[N:13]=[CH:14][N:15]=[C:16]([O:19][CH3:20])[C:17]=3[N:18]=2)[CH2:30]1)([CH3:25])([CH3:23])[CH3:24]. Given the reactants C1(O[C:8](=[O:21])[NH:9][C:10]2[S:11][C:12]3[N:13]=[CH:14][N:15]=[C:16]([O:19][CH3:20])[C:17]=3[N:18]=2)C=CC=CC=1.[C:22]([O:26][C:27](=[O:34])[NH:28][C@@H:29]1[CH2:33][CH2:32][NH:31][CH2:30]1)([CH3:25])([CH3:24])[CH3:23], predict the reaction product.